This data is from Forward reaction prediction with 1.9M reactions from USPTO patents (1976-2016). The task is: Predict the product of the given reaction. (1) Given the reactants Cl.Cl.[CH2:3]([O:10][CH2:11][C@H:12]1[CH2:17][NH:16][CH2:15][CH2:14][NH:13]1)[C:4]1[CH:9]=[CH:8][CH:7]=[CH:6][CH:5]=1.C(Cl)Cl.C(N(CC)CC)C.[S:28]1[CH:32]=[CH:31][CH:30]=[C:29]1[S:33](Cl)(=[O:35])=[O:34], predict the reaction product. The product is: [CH2:3]([O:10][CH2:11][C@@H:12]1[NH:13][CH2:14][CH2:15][N:16]([S:33]([C:29]2[S:28][CH:32]=[CH:31][CH:30]=2)(=[O:35])=[O:34])[CH2:17]1)[C:4]1[CH:9]=[CH:8][CH:7]=[CH:6][CH:5]=1. (2) Given the reactants [CH2:1]([C@@H:5]1[NH:11][CH2:10][CH:9]([CH2:12][CH:13]([CH3:15])[CH3:14])[CH2:8][NH:7][C:6]1=[O:16])[CH:2]([CH3:4])[CH3:3].[F:17][C:18]1[CH:23]=[CH:22][C:21]([C:24]2[O:28][N:27]=[C:26]([C:29](O)=[O:30])[CH:25]=2)=[CH:20][CH:19]=1.C([C@@H]1N(C(=O)/C=C/C2C=CC=CC=2)C[C@H](CC(C)C)NC1=O)C(C)C, predict the reaction product. The product is: [F:17][C:18]1[CH:19]=[CH:20][C:21]([C:24]2[O:28][N:27]=[C:26]([C:29]([N:11]3[CH2:10][CH:9]([CH2:12][CH:13]([CH3:15])[CH3:14])[CH2:8][NH:7][C:6](=[O:16])[C@@H:5]3[CH2:1][CH:2]([CH3:4])[CH3:3])=[O:30])[CH:25]=2)=[CH:22][CH:23]=1. (3) Given the reactants [CH:1]1([C:8](=O)[CH:9]([C:15]2[C:20]([F:21])=[CH:19][C:18]([F:22])=[CH:17][C:16]=2[F:23])[C:10](OCC)=[O:11])[CH2:7][CH2:6][CH2:5][CH2:4][CH2:3][CH2:2]1.[NH2:25][C:26]1[N:30]=[CH:29][NH:28][N:27]=1.C(N(CCCC)CCCC)CCC, predict the reaction product. The product is: [CH:1]1([C:8]2[N:27]3[N:28]=[CH:29][N:30]=[C:26]3[N:25]=[C:10]([OH:11])[C:9]=2[C:15]2[C:20]([F:21])=[CH:19][C:18]([F:22])=[CH:17][C:16]=2[F:23])[CH2:7][CH2:6][CH2:5][CH2:4][CH2:3][CH2:2]1. (4) Given the reactants [C:1]([O:6][CH2:7][CH2:8][O:9][CH2:10][CH2:11][O:12][CH2:13][CH2:14][C:15]([O:17]C(C)(C)C)=[O:16])(=[O:5])[C:2]([CH3:4])=[CH2:3].C(OCC)(=O)C, predict the reaction product. The product is: [C:1]([O:6][CH2:7][CH2:8][O:9][CH2:10][CH2:11][O:12][CH2:13][CH2:14][C:15]([OH:17])=[O:16])(=[O:5])[C:2]([CH3:4])=[CH2:3]. (5) Given the reactants [S:1]1[CH:5]=[CH:4][CH:3]=[C:2]1B(O)O.Br[C:10]1[S:18][C:17]2[C:12](=[N:13][CH:14]=[CH:15][C:16]=2[NH:19][C:20]2[CH:21]=[C:22]3[C:26](=[CH:27][CH:28]=2)[NH:25][C:24]([CH3:29])=[CH:23]3)[CH:11]=1, predict the reaction product. The product is: [CH3:29][C:24]1[NH:25][C:26]2[C:22]([CH:23]=1)=[CH:21][C:20]([NH:19][C:16]1[CH:15]=[CH:14][N:13]=[C:12]3[CH:11]=[C:10]([C:2]4[S:1][CH:5]=[CH:4][CH:3]=4)[S:18][C:17]=13)=[CH:28][CH:27]=2. (6) Given the reactants [NH:1]1[CH2:6][CH2:5][O:4][CH2:3][CH2:2]1.[F:7][C:8]1[CH:9]=[C:10]([CH:13]=[C:14]([F:17])[C:15]=1F)[CH:11]=[O:12], predict the reaction product. The product is: [F:7][C:8]1[CH:9]=[C:10]([CH:13]=[C:14]([F:17])[C:15]=1[N:1]1[CH2:6][CH2:5][O:4][CH2:3][CH2:2]1)[CH:11]=[O:12]. (7) Given the reactants C1C(=O)N([Br:8])C(=O)C1.[CH2:9]([O:11][C:12](=[O:26])[C:13]1[CH:18]=[C:17]([C:19]([F:22])([F:21])[F:20])[C:16]([CH:23]=[O:24])=[CH:15][C:14]=1[NH2:25])[CH3:10], predict the reaction product. The product is: [CH2:9]([O:11][C:12](=[O:26])[C:13]1[CH:18]=[C:17]([C:19]([F:21])([F:20])[F:22])[C:16]([CH:23]=[O:24])=[C:15]([Br:8])[C:14]=1[NH2:25])[CH3:10]. (8) Given the reactants I[C:2]1[CH:7]=[C:6]([CH3:8])[C:5]([C:9](=[O:11])[CH3:10])=[C:4]([CH3:12])[CH:3]=1.[CH3:13][O:14][C:15]1[CH:20]=[CH:19][C:18]([SH:21])=[CH:17][CH:16]=1.[OH-].[K+], predict the reaction product. The product is: [CH3:13][O:14][C:15]1[CH:20]=[CH:19][C:18]([S:21][C:2]2[CH:7]=[C:6]([CH3:8])[C:5]([C:9](=[O:11])[CH3:10])=[C:4]([CH3:12])[CH:3]=2)=[CH:17][CH:16]=1. (9) Given the reactants [ClH:1].[NH2:2][C:3]1[C:4]2[CH2:11][CH2:10][CH2:9][C:8](=[O:12])[C:5]=2[S:6][CH:7]=1.[Br:13]N1C(=O)CCC1=O, predict the reaction product. The product is: [ClH:1].[NH2:2][C:3]1[C:4]2[CH2:11][CH2:10][CH2:9][C:8](=[O:12])[C:5]=2[S:6][C:7]=1[Br:13]. (10) Given the reactants Br[C:2]1[CH:7]=[CH:6][C:5]([C:8]([F:11])([F:10])[F:9])=[CH:4][C:3]=1[F:12].[OH:13][CH:14]1[CH2:18][CH2:17][NH:16][CH2:15]1.C1(P(C2C=CC=CC=2)C2C=CC3C(=CC=CC=3)C=2C2C3C(=CC=CC=3)C=CC=2P(C2C=CC=CC=2)C2C=CC=CC=2)C=CC=CC=1.C(=O)([O-])[O-].[Cs+].[Cs+], predict the reaction product. The product is: [F:12][C:3]1[CH:4]=[C:5]([C:8]([F:11])([F:10])[F:9])[CH:6]=[CH:7][C:2]=1[N:16]1[CH2:17][CH2:18][CH:14]([OH:13])[CH2:15]1.